Dataset: Forward reaction prediction with 1.9M reactions from USPTO patents (1976-2016). Task: Predict the product of the given reaction. (1) Given the reactants Br[C:2]1[CH:3]=[C:4]([S:8]([NH:11][C:12]2[C:13]([OH:21])=[C:14]([CH:18]=[CH:19][CH:20]=2)[C:15]([OH:17])=[O:16])(=[O:10])=[O:9])[S:5][C:6]=1[Cl:7].CC1(C)C(C)(C)OB([C:30]2[CH:35]=[CH:34][CH:33]=[CH:32][C:31]=2[OH:36])O1, predict the reaction product. The product is: [Cl:7][C:6]1[S:5][C:4]([S:8]([NH:11][C:12]2[C:13]([OH:21])=[C:14]([CH:18]=[CH:19][CH:20]=2)[C:15]([OH:17])=[O:16])(=[O:10])=[O:9])=[CH:3][C:2]=1[C:30]1[CH:35]=[CH:34][CH:33]=[CH:32][C:31]=1[OH:36]. (2) Given the reactants [C:1]([O:5][C:6]([N:8]1[CH:14]([C:15]([OH:17])=O)[CH2:13][CH:12]2[CH:10]([CH2:11]2)[CH2:9]1)=[O:7])([CH3:4])([CH3:3])[CH3:2].Cl.[NH2:19][C:20]1([C:23]2[CH:32]=[CH:31][C:26]([C:27]([O:29][CH3:30])=[O:28])=[CH:25][CH:24]=2)[CH2:22][CH2:21]1.C1C=CC2N(O)N=NC=2C=1, predict the reaction product. The product is: [CH3:30][O:29][C:27]([C:26]1[CH:31]=[CH:32][C:23]([C:20]2([NH:19][C:15]([CH:14]3[CH2:13][CH:12]4[CH:10]([CH2:11]4)[CH2:9][N:8]3[C:6]([O:5][C:1]([CH3:2])([CH3:3])[CH3:4])=[O:7])=[O:17])[CH2:21][CH2:22]2)=[CH:24][CH:25]=1)=[O:28].